Dataset: Forward reaction prediction with 1.9M reactions from USPTO patents (1976-2016). Task: Predict the product of the given reaction. (1) Given the reactants F[C:2]1[CH:9]=[CH:8][C:5]([C:6]#[N:7])=[CH:4][C:3]=1[C:10]([F:13])([F:12])[F:11].[CH3:14][CH:15]1[CH2:20][CH2:19][CH2:18][CH2:17][NH:16]1.CCOCC.O, predict the reaction product. The product is: [CH3:14][CH:15]1[CH2:20][CH2:19][CH2:18][CH2:17][N:16]1[C:2]1[CH:9]=[CH:8][C:5]([C:6]#[N:7])=[CH:4][C:3]=1[C:10]([F:13])([F:12])[F:11]. (2) The product is: [CH3:1][O:2][C:3](=[O:38])[CH2:4][C@@H:5]1[CH2:6][S:7][C:18]([C:20]2[CH:21]=[C:22]3[C:26](=[C:27]([N+:29]([O-:31])=[O:30])[CH:28]=2)[NH:25][C:24]([C:32]2[CH:37]=[CH:36][CH:35]=[CH:34][CH:33]=2)=[CH:23]3)=[N:17]1. Given the reactants [CH3:1][O:2][C:3](=[O:38])[CH2:4][C@@H:5]([NH:17][C:18]([C:20]1[CH:21]=[C:22]2[C:26](=[C:27]([N+:29]([O-:31])=[O:30])[CH:28]=1)[NH:25][C:24]([C:32]1[CH:37]=[CH:36][CH:35]=[CH:34][CH:33]=1)=[CH:23]2)=O)[CH2:6][S:7]CC1C=CC(OC)=CC=1.P(Cl)(Cl)(Cl)(Cl)Cl, predict the reaction product. (3) The product is: [F:13][C:8]1[CH:9]=[CH:10][CH:11]=[CH:12][C:7]=1[CH:6]=[C:5]([CH3:14])[CH2:4][NH:3][N:2]([CH3:1])[C:15]([C:17]1[O:18][CH:19]=[CH:20][CH:21]=1)=[O:16]. Given the reactants [CH3:1][N:2]([C:15]([C:17]1[O:18][CH:19]=[CH:20][CH:21]=1)=[O:16])[N:3]=[CH:4][C:5]([CH3:14])=[CH:6][C:7]1[CH:12]=[CH:11][CH:10]=[CH:9][C:8]=1[F:13].O.C1(C)C=CC(S(O)(=O)=O)=CC=1.CO.C([O-])([O-])=O.[Na+].[Na+], predict the reaction product. (4) Given the reactants [CH2:1]([OH:5])[CH2:2][CH2:3][CH3:4].[CH3:6][C:7]1[CH:8]=[C:9](I)[CH:10]=[C:11]([CH3:13])[CH:12]=1.C([O-])([O-])=O.[Cs+].[Cs+].C1(C2C=CC=CC=2O)C=CC=CC=1.CCCCCCCCCCCC, predict the reaction product. The product is: [CH2:1]([O:5][C:9]1[CH:10]=[C:11]([CH3:13])[CH:12]=[C:7]([CH3:6])[CH:8]=1)[CH2:2][CH2:3][CH3:4]. (5) The product is: [CH2:19]([O:18][C:17]1[C:12]2[N:13]=[C:14]([CH3:16])[O:15][C:11]=2[CH:10]=[CH:9][C:8]=1[CH:2]([O:1][C:8]([CH3:9])([CH3:17])[CH3:2])[C:3]([O:5][CH2:6][CH3:7])=[O:4])[C:20]1[CH:21]=[CH:22][CH:23]=[CH:24][CH:25]=1. Given the reactants [OH:1][CH:2]([C:8]1[CH:9]=[CH:10][C:11]2[O:15][C:14]([CH3:16])=[N:13][C:12]=2[C:17]=1[O:18][CH2:19][C:20]1[CH:25]=[CH:24][CH:23]=[CH:22][CH:21]=1)[C:3]([O:5][CH2:6][CH3:7])=[O:4].Cl(O)(=O)(=O)=O.C(=O)(O)[O-].[Na+].O, predict the reaction product.